From a dataset of Forward reaction prediction with 1.9M reactions from USPTO patents (1976-2016). Predict the product of the given reaction. (1) Given the reactants [CH3:1][C:2]1[N:29]=[C:5]2[NH:6][C:7](=[O:28])[C:8]([CH2:13][C:14]3[CH:19]=[CH:18][C:17]([C:20]4[C:21]([C:26]#[N:27])=[CH:22][CH:23]=[CH:24][CH:25]=4)=[CH:16][CH:15]=3)=[C:9]([CH2:10][CH2:11][CH3:12])[N:4]2[N:3]=1.Br[CH2:31][C:32](=[O:37])[C:33]([CH3:36])([CH3:35])[CH3:34].C(=O)([O-])[O-].[K+].[K+].CN(C)C=O, predict the reaction product. The product is: [CH3:34][C:33]([CH3:36])([CH3:35])[C:32](=[O:37])[CH2:31][N:6]1[C:7](=[O:28])[C:8]([CH2:13][C:14]2[CH:19]=[CH:18][C:17]([C:20]3[C:21]([C:26]#[N:27])=[CH:22][CH:23]=[CH:24][CH:25]=3)=[CH:16][CH:15]=2)=[C:9]([CH2:10][CH2:11][CH3:12])[N:4]2[N:3]=[C:2]([CH3:1])[N:29]=[C:5]12. (2) Given the reactants [F:1][C:2]1[C:28]([C:29]([F:32])([F:31])[F:30])=[CH:27][CH:26]=[CH:25][C:3]=1[C:4]([N:6]1[CH2:11][CH2:10][N:9]([CH2:12][C:13]2[N:18]=[C:17]([NH:19][C:20]3[CH:24]=[CH:23][NH:22][N:21]=3)[CH:16]=[N:15][CH:14]=2)[CH2:8][CH2:7]1)=[O:5].[ClH:33], predict the reaction product. The product is: [ClH:33].[F:1][C:2]1[C:28]([C:29]([F:31])([F:30])[F:32])=[CH:27][CH:26]=[CH:25][C:3]=1[C:4]([N:6]1[CH2:11][CH2:10][N:9]([CH2:12][C:13]2[N:18]=[C:17]([NH:19][C:20]3[CH:24]=[CH:23][NH:22][N:21]=3)[CH:16]=[N:15][CH:14]=2)[CH2:8][CH2:7]1)=[O:5]. (3) Given the reactants [C:1]([CH:5]1[CH2:10][CH2:9][CH:8]([N:11]([CH2:28][C:29]2[CH:38]=[CH:37][C:32]([C:33]([O:35]C)=[O:34])=[CH:31][CH:30]=2)[C:12]2[N:16]([CH2:17][CH2:18][O:19][Si](C)(C)C)[C:15]3[CH:24]=[CH:25][CH:26]=[CH:27][C:14]=3[N:13]=2)[CH2:7][CH2:6]1)([CH3:4])([CH3:3])[CH3:2].[Li+].[OH-].CCOC(C)=O.Cl, predict the reaction product. The product is: [C:1]([CH:5]1[CH2:10][CH2:9][CH:8]([N:11]([CH2:28][C:29]2[CH:30]=[CH:31][C:32]([C:33]([OH:35])=[O:34])=[CH:37][CH:38]=2)[C:12]2[N:16]([CH2:17][CH2:18][OH:19])[C:15]3[CH:24]=[CH:25][CH:26]=[CH:27][C:14]=3[N:13]=2)[CH2:7][CH2:6]1)([CH3:4])([CH3:2])[CH3:3].